From a dataset of Catalyst prediction with 721,799 reactions and 888 catalyst types from USPTO. Predict which catalyst facilitates the given reaction. (1) Reactant: Br[CH2:2][C:3]1[C:8]([CH3:9])=[CH:7][CH:6]=[CH:5][C:4]=1[CH3:10].[S:11]([O-:14])([O-:13])=[O:12].[Na+].[Na+].O. Product: [CH3:10][C:4]1[CH:5]=[CH:6][CH:7]=[C:8]([CH3:9])[C:3]=1[CH2:2][S:11]([OH:14])(=[O:13])=[O:12]. The catalyst class is: 12. (2) Reactant: [OH:1][C@H:2]([C:26]1[CH:31]=[CH:30][C:29]([OH:32])=[CH:28][CH:27]=1)[C@@H:3]([NH:5][CH2:6][CH2:7][O:8][C:9]1[C:14]([CH3:15])=[CH:13][C:12]([C:16]2[CH:21]=[CH:20][C:19]([C:22]([OH:24])=[O:23])=[CH:18][CH:17]=2)=[CH:11][C:10]=1[CH3:25])[CH3:4].[BrH:33]. Product: [BrH:33].[OH:1][C@H:2]([C:26]1[CH:31]=[CH:30][C:29]([OH:32])=[CH:28][CH:27]=1)[C@@H:3]([NH:5][CH2:6][CH2:7][O:8][C:9]1[C:14]([CH3:15])=[CH:13][C:12]([C:16]2[CH:21]=[CH:20][C:19]([C:22]([OH:24])=[O:23])=[CH:18][CH:17]=2)=[CH:11][C:10]=1[CH3:25])[CH3:4]. The catalyst class is: 472. (3) Reactant: [CH2:1]([N:4]1[C:12]2[C:7](=[N:8][C:9](I)=[C:10]([Cl:13])[CH:11]=2)[N:6]=[C:5]1[O:15][C@@H:16]1[CH2:20][O:19][C@@H:18]2[C@H:21]([O:24][Si:25]([C:28]([CH3:31])([CH3:30])[CH3:29])([CH3:27])[CH3:26])[CH2:22][O:23][C@H:17]12)[CH:2]=[CH2:3].[Br:32][C:33]1[CH:38]=[CH:37][C:36](B(O)O)=[CH:35][CH:34]=1.P([O-])([O-])([O-])=O.[K+].[K+].[K+].CCOC(C)=O.CCCCCC. Product: [CH2:1]([N:4]1[C:12]2[C:7](=[N:8][C:9]([C:36]3[CH:37]=[CH:38][C:33]([Br:32])=[CH:34][CH:35]=3)=[C:10]([Cl:13])[CH:11]=2)[N:6]=[C:5]1[O:15][C@@H:16]1[CH2:20][O:19][C@@H:18]2[C@H:21]([O:24][Si:25]([C:28]([CH3:31])([CH3:30])[CH3:29])([CH3:27])[CH3:26])[CH2:22][O:23][C@H:17]12)[CH:2]=[CH2:3]. The catalyst class is: 38. (4) Reactant: C(OC(=O)[NH:7][CH:8]1[CH2:13][CH2:12][CH:11]([NH:14][C:15]2[C:16]3[N:17]([C:21]([C:24]4[CH:29]=[CH:28][CH:27]=[C:26]([NH:30][CH:31]([C:41]5[CH:46]=[CH:45][CH:44]=[CH:43][CH:42]=5)[CH2:32][NH:33]C(OC(C)(C)C)=O)[N:25]=4)=[CH:22][N:23]=3)[CH:18]=[CH:19][N:20]=2)[CH2:10][CH2:9]1)(C)(C)C.Cl. Product: [NH2:33][CH2:32][CH:31]([NH:30][C:26]1[N:25]=[C:24]([C:21]2[N:17]3[CH:18]=[CH:19][N:20]=[C:15]([NH:14][CH:11]4[CH2:12][CH2:13][CH:8]([NH2:7])[CH2:9][CH2:10]4)[C:16]3=[N:23][CH:22]=2)[CH:29]=[CH:28][CH:27]=1)[C:41]1[CH:46]=[CH:45][CH:44]=[CH:43][CH:42]=1. The catalyst class is: 8. (5) Reactant: [Cl:1][C:2]1[C:3]([O:19][C:20]2[CH:25]=[CH:24][CH:23]=[CH:22][CH:21]=2)=[C:4]2[C:9](=[CH:10][CH:11]=1)[O:8][CH:7]([C:12]([F:15])([F:14])[F:13])[C:6]([C:16]([OH:18])=[O:17])=[CH:5]2.[OH-].[Na+:27]. The catalyst class is: 8. Product: [Cl:1][C:2]1[C:3]([O:19][C:20]2[CH:25]=[CH:24][CH:23]=[CH:22][CH:21]=2)=[C:4]2[C:9](=[CH:10][CH:11]=1)[O:8][CH:7]([C:12]([F:15])([F:13])[F:14])[C:6]([C:16]([O-:18])=[O:17])=[CH:5]2.[Na+:27]. (6) Reactant: [Cl:1][C:2]1[CH:3]=[C:4]([CH:11]=[CH:12][CH:13]=1)[CH:5]=[C:6]([C:9]#[N:10])[C:7]#[N:8].[CH:14]([Mg]Br)([CH3:16])[CH3:15].C(C(C(C1C=CC(OC(F)(F)F)=CC=1)C=C)(C#N)C#N)CC=C. Product: [Cl:1][C:2]1[CH:3]=[C:4]([CH:5]([CH:6]([C:7]#[N:8])[C:9]#[N:10])[CH:14]([CH3:16])[CH3:15])[CH:11]=[CH:12][CH:13]=1. The catalyst class is: 804. (7) The catalyst class is: 294. Reactant: Br[C:2]1[CH:10]=[C:9]([C:11]([F:14])([F:13])[F:12])[CH:8]=[C:7]2[C:3]=1[CH:4]=[N:5][NH:6]2.[S:15]([C:19]1[CH:20]=[C:21](B(O)O)[CH:22]=[CH:23][CH:24]=1)(=[O:18])(=[O:17])[NH2:16].C(=O)(O)[O-].[Na+]. Product: [F:12][C:11]([F:14])([F:13])[C:9]1[CH:8]=[C:7]2[C:3]([CH:4]=[N:5][NH:6]2)=[C:2]([C:23]2[CH:24]=[C:19]([S:15]([NH2:16])(=[O:18])=[O:17])[CH:20]=[CH:21][CH:22]=2)[CH:10]=1. (8) Reactant: [CH3:1][C:2]1([CH3:22])[O:7][C:6]2[CH:8]=[CH:9][C:10]([C:12]3[CH:17]=[CH:16][CH:15]=[C:14]([C:18]([F:21])([F:20])[F:19])[CH:13]=3)=[N:11][C:5]=2[NH:4][CH2:3]1.C(N(CC)CC)C.ClC(Cl)(O[C:34](=[O:40])OC(Cl)(Cl)Cl)Cl.[N:42]1[CH:47]=[CH:46][C:45]([NH2:48])=[CH:44][CH:43]=1. Product: [CH3:1][C:2]1([CH3:22])[O:7][C:6]2[CH:8]=[CH:9][C:10]([C:12]3[CH:17]=[CH:16][CH:15]=[C:14]([C:18]([F:19])([F:21])[F:20])[CH:13]=3)=[N:11][C:5]=2[N:4]([C:34]([NH:48][C:45]2[CH:46]=[CH:47][N:42]=[CH:43][CH:44]=2)=[O:40])[CH2:3]1. The catalyst class is: 2. (9) Reactant: [Cl:1][C:2]1[N:7]=[C:6]([C:8](OC)=[O:9])[CH:5]=[CH:4][N:3]=1.C1COCC1.CO. Product: [Cl:1][C:2]1[N:7]=[C:6]([CH2:8][OH:9])[CH:5]=[CH:4][N:3]=1. The catalyst class is: 6. (10) Reactant: [CH2:1]([O:8][C:9]([NH:11][C:12]1[C:13]([C:23]([OH:25])=O)=[N:14][C:15]2[C:20]([CH:21]=1)=[CH:19][CH:18]=[C:17]([Br:22])[CH:16]=2)=[O:10])[C:2]1[CH:7]=[CH:6][CH:5]=[CH:4][CH:3]=1.[NH2:26][C:27]1[CH:28]=[N:29][CH:30]=[CH:31][C:32]=1[N:33]1[CH2:38][CH2:37][CH2:36][C@H:35]([NH:39][C:40](=[O:49])[O:41][CH2:42][C:43]2[CH:48]=[CH:47][CH:46]=[CH:45][CH:44]=2)[CH2:34]1.CN(C(ON1N=NC2C=CC=NC1=2)=[N+](C)C)C.F[P-](F)(F)(F)(F)F.CCN(C(C)C)C(C)C. Product: [CH2:1]([O:8][C:9]([NH:11][C:12]1[C:13]([C:23]([NH:26][C:27]2[CH:28]=[N:29][CH:30]=[CH:31][C:32]=2[N:33]2[CH2:38][CH2:37][CH2:36][C@H:35]([NH:39][C:40](=[O:49])[O:41][CH2:42][C:43]3[CH:44]=[CH:45][CH:46]=[CH:47][CH:48]=3)[CH2:34]2)=[O:25])=[N:14][C:15]2[C:20]([CH:21]=1)=[CH:19][CH:18]=[C:17]([Br:22])[CH:16]=2)=[O:10])[C:2]1[CH:7]=[CH:6][CH:5]=[CH:4][CH:3]=1. The catalyst class is: 3.